Task: Predict the product of the given reaction.. Dataset: Forward reaction prediction with 1.9M reactions from USPTO patents (1976-2016) (1) Given the reactants I[C:2]1[CH:3]=[N:4][N:5]([CH:9]([CH2:13][CH:14]([CH3:16])[CH3:15])[C:10]([OH:12])=O)[C:6](=[O:8])[CH:7]=1.C(N(CC)C(C)C)(C)C.F[P-](F)(F)(F)(F)F.[N:33]1([O:42][P+](N(C)C)(N(C)C)N(C)C)[C:37]2[CH:38]=[CH:39][CH:40]=[CH:41][C:36]=2[N:35]=[N:34]1.[CH3:53][C:54]1([CH3:66])[O:58][C@H:57]([CH2:59][N:60]2[CH:64]=[CH:63][C:62]([NH2:65])=[N:61]2)[CH2:56][O:55]1, predict the reaction product. The product is: [CH3:53][C:54]1([CH3:66])[O:58][C@H:57]([CH2:59][N:60]2[CH:64]=[CH:63][C:62]([NH:65][C:10](=[O:12])[CH:9]([N:5]3[C:6](=[O:8])[CH:7]=[C:2]([O:42][N:33]4[C:37]5[CH:38]=[CH:39][CH:40]=[CH:41][C:36]=5[N:35]=[N:34]4)[CH:3]=[N:4]3)[CH2:13][CH:14]([CH3:16])[CH3:15])=[N:61]2)[CH2:56][O:55]1. (2) The product is: [Br:40][CH2:37][CH2:36][CH2:35][S:34][C:31]1[CH:32]=[CH:33][C:28]([O:27][CH2:20][C:21]2[CH:26]=[CH:25][CH:24]=[CH:23][CH:22]=2)=[CH:29][CH:30]=1. Given the reactants C1(P(C2C=CC=CC=2)C2C=CC=CC=2)C=CC=CC=1.[CH2:20]([O:27][C:28]1[CH:33]=[CH:32][C:31]([S:34][CH2:35][CH2:36][CH2:37]O)=[CH:30][CH:29]=1)[C:21]1[CH:26]=[CH:25][CH:24]=[CH:23][CH:22]=1.C(Br)(Br)(Br)[Br:40].C([O-])(O)=O.[Na+], predict the reaction product.